This data is from Forward reaction prediction with 1.9M reactions from USPTO patents (1976-2016). The task is: Predict the product of the given reaction. Given the reactants Br[C:2]1[CH:3]=[C:4]([C:8]2[CH:13]=[CH:12][CH:11]=[CH:10][N:9]=2)[CH:5]=[CH:6][CH:7]=1.Cl[Si:15]([CH3:28])([C:22]1[CH:27]=[CH:26][CH:25]=[CH:24][CH:23]=1)[C:16]1[CH:21]=[CH:20][CH:19]=[CH:18][CH:17]=1, predict the reaction product. The product is: [CH3:28][Si:15]([C:16]1[CH:21]=[CH:20][CH:19]=[CH:18][CH:17]=1)([C:22]1[CH:27]=[CH:26][CH:25]=[CH:24][CH:23]=1)[C:2]1[CH:3]=[C:4]([C:8]2[CH:13]=[CH:12][CH:11]=[CH:10][N:9]=2)[CH:5]=[CH:6][CH:7]=1.